From a dataset of Merck oncology drug combination screen with 23,052 pairs across 39 cell lines. Regression. Given two drug SMILES strings and cell line genomic features, predict the synergy score measuring deviation from expected non-interaction effect. (1) Drug 2: C#Cc1cccc(Nc2ncnc3cc(OCCOC)c(OCCOC)cc23)c1. Drug 1: Nc1ccn(C2OC(CO)C(O)C2(F)F)c(=O)n1. Cell line: SW837. Synergy scores: synergy=30.4. (2) Drug 1: NC(=O)c1cccc2cn(-c3ccc(C4CCCNC4)cc3)nc12. Drug 2: Cn1cc(-c2cnn3c(N)c(Br)c(C4CCCNC4)nc23)cn1. Cell line: A2780. Synergy scores: synergy=21.6. (3) Drug 1: COc1cc(C2c3cc4c(cc3C(OC3OC5COC(C)OC5C(O)C3O)C3COC(=O)C23)OCO4)cc(OC)c1O. Cell line: UWB1289BRCA1. Drug 2: C=CCn1c(=O)c2cnc(Nc3ccc(N4CCN(C)CC4)cc3)nc2n1-c1cccc(C(C)(C)O)n1. Synergy scores: synergy=7.94. (4) Drug 1: CS(=O)(=O)CCNCc1ccc(-c2ccc3ncnc(Nc4ccc(OCc5cccc(F)c5)c(Cl)c4)c3c2)o1. Drug 2: Cc1nc(Nc2ncc(C(=O)Nc3c(C)cccc3Cl)s2)cc(N2CCN(CCO)CC2)n1. Cell line: RKO. Synergy scores: synergy=5.48.